Dataset: Forward reaction prediction with 1.9M reactions from USPTO patents (1976-2016). Task: Predict the product of the given reaction. (1) Given the reactants CO[C:3]1[C@@H:4]([CH2:14][C:15]2[CH:20]=[CH:19][C:18]([C:21]([F:24])([F:23])[F:22])=[CH:17][C:16]=2[F:25])[N:5]=C(OC)[C@H](C(C)C)N=1.C(#N)C.ClCCl.FC(F)(F)[C:34]([OH:36])=[O:35].[C:47](O[C:47]([O:49][C:50]([CH3:53])([CH3:52])[CH3:51])=[O:48])([O:49][C:50]([CH3:53])([CH3:52])[CH3:51])=[O:48], predict the reaction product. The product is: [C:50]([O:49][C:47]([NH:5][C@H:4]([CH2:14][C:15]1[CH:20]=[CH:19][C:18]([C:21]([F:22])([F:23])[F:24])=[CH:17][C:16]=1[F:25])[CH2:3][C:34]([OH:36])=[O:35])=[O:48])([CH3:51])([CH3:52])[CH3:53]. (2) Given the reactants [Cl:1][C:2]1[CH:10]=[CH:9][C:8]([C:11]2[C:12]([C@@H:23]([NH:33][C:34](=[O:50])[CH2:35][N:36]3[C:40]4[C:41]([F:46])([F:45])[C@@H:42]5[CH2:44][C@@H:43]5[C:39]=4[C:38]([C:47]([O-])=[O:48])=[N:37]3)[CH2:24][C:25]3[CH:30]=[C:29]([F:31])[CH:28]=[C:27]([F:32])[CH:26]=3)=[N:13][C:14]([C:17]#[C:18][C:19]([OH:22])([CH3:21])[CH3:20])=[CH:15][CH:16]=2)=[C:7]2[C:3]=1[C:4]([NH:52][S:53]([CH3:56])(=[O:55])=[O:54])=[N:5][N:6]2[CH3:51].[Na+].[CH3:58][N:59](C(ON1N=NC2C=CC=NC1=2)=[N+](C)C)[CH3:60].F[P-](F)(F)(F)(F)F.CNC, predict the reaction product. The product is: [Cl:1][C:2]1[CH:10]=[CH:9][C:8]([C:11]2[C:12]([C@@H:23]([NH:33][C:34](=[O:50])[CH2:35][N:36]3[C:40]4[C:41]([F:46])([F:45])[C@@H:42]5[CH2:44][C@@H:43]5[C:39]=4[C:38]([C:47]([N:59]([CH3:60])[CH3:58])=[O:48])=[N:37]3)[CH2:24][C:25]3[CH:30]=[C:29]([F:31])[CH:28]=[C:27]([F:32])[CH:26]=3)=[N:13][C:14]([C:17]#[C:18][C:19]([OH:22])([CH3:21])[CH3:20])=[CH:15][CH:16]=2)=[C:7]2[C:3]=1[C:4]([NH:52][S:53]([CH3:56])(=[O:54])=[O:55])=[N:5][N:6]2[CH3:51]. (3) Given the reactants Br[C:2]1[CH:3]=[CH:4][C:5]2[N:9]=[C:8]([CH3:10])[N:7]([CH3:11])[C:6]=2[CH:12]=1.[F:13][C:14]1[CH:28]=[CH:27][C:17]([CH2:18][O:19][C:20]2[CH:25]=[CH:24][NH:23][C:22](=[O:26])[CH:21]=2)=[CH:16][CH:15]=1.CNCCNC.C(=O)([O-])[O-].[K+].[K+].N, predict the reaction product. The product is: [CH3:11][N:7]1[C:6]2[CH:12]=[C:2]([N:23]3[CH:24]=[CH:25][C:20]([O:19][CH2:18][C:17]4[CH:27]=[CH:28][C:14]([F:13])=[CH:15][CH:16]=4)=[CH:21][C:22]3=[O:26])[CH:3]=[CH:4][C:5]=2[N:9]=[C:8]1[CH3:10]. (4) Given the reactants [CH2:1]([C:3]1[CH:8]=[C:7]([CH3:9])[CH:6]=[C:5]([CH2:10][CH3:11])[C:4]=1[C:12](=[O:17])[C:13]([NH:15][NH2:16])=[O:14])[CH3:2].[CH2:18]=O, predict the reaction product. The product is: [CH2:1]([C:3]1[CH:8]=[C:7]([CH3:9])[CH:6]=[C:5]([CH2:10][CH3:11])[C:4]=1[C:12](=[O:17])[C:13]([NH:15][N:16]=[CH2:18])=[O:14])[CH3:2]. (5) Given the reactants [CH:1]12[N:8]([C:9]3[CH:10]=[CH:11][C:12]([NH:15][C:16]4[C:17](=[O:24])[N:18]([CH3:23])[CH:19]=[C:20]([Br:22])[CH:21]=4)=[N:13][CH:14]=3)[CH:5]([CH2:6][CH2:7]1)[CH2:4][NH:3][CH2:2]2.[O:25]1[CH2:28][C:27](=O)[CH2:26]1.[BH3-]C#N.[Na+].O, predict the reaction product. The product is: [Br:22][C:20]1[CH:21]=[C:16]([NH:15][C:12]2[CH:11]=[CH:10][C:9]([N:8]3[CH:5]4[CH2:6][CH2:7][CH:1]3[CH2:2][N:3]([CH:27]3[CH2:28][O:25][CH2:26]3)[CH2:4]4)=[CH:14][N:13]=2)[C:17](=[O:24])[N:18]([CH3:23])[CH:19]=1. (6) Given the reactants [Br:1][C:2]1([Br:20])[C:4]2([CH2:8][C@@H:7]([C:9]([O:11]C)=[O:10])[N:6]([C:13]([O:15][C:16]([CH3:19])([CH3:18])[CH3:17])=[O:14])[CH2:5]2)[CH2:3]1, predict the reaction product. The product is: [Br:20][C:2]1([Br:1])[C:4]2([CH2:8][C@@H:7]([C:9]([OH:11])=[O:10])[N:6]([C:13]([O:15][C:16]([CH3:18])([CH3:17])[CH3:19])=[O:14])[CH2:5]2)[CH2:3]1. (7) Given the reactants [OH:1][C:2]1[CH:7]=[CH:6][CH:5]=[CH:4][C:3]=1[C:8](=[O:19])/[CH:9]=[CH:10]/[C:11]1[CH:16]=[CH:15][CH:14]=[CH:13][C:12]=1[O:17][CH3:18].[OH:20]O, predict the reaction product. The product is: [OH:20][C:9]1[C:8](=[O:19])[C:3]2[C:2](=[CH:7][CH:6]=[CH:5][CH:4]=2)[O:1][C:10]=1[C:11]1[CH:16]=[CH:15][CH:14]=[CH:13][C:12]=1[O:17][CH3:18]. (8) Given the reactants [C:1]([CH:4]1[C:13]2[C:8](=[CH:9][CH:10]=[C:11]([O:14][CH3:15])[CH:12]=2)[C:7](=O)[O:6]C1=O)(=O)[CH3:2].[OH-].[NH4+:19], predict the reaction product. The product is: [CH3:15][O:14][C:11]1[CH:12]=[C:13]2[C:8](=[CH:9][CH:10]=1)[C:7](=[O:6])[NH:19][C:1]([CH3:2])=[CH:4]2. (9) Given the reactants Cl[C:2]1[CH:7]=[CH:6][C:5]2[CH2:8][N:9]([C:19]([O:21][C:22]([CH3:25])([CH3:24])[CH3:23])=[O:20])[CH2:10][CH2:11][N:12]3[CH2:13][CH2:14][C:15]4([CH2:18][CH2:17][CH2:16]4)[C:3]=1[C:4]=23.[C:26]1(C)C=CC=CC=1.CB1OB(C)OB(C)O1.P([O-])([O-])([O-])=O.[K+].[K+].[K+], predict the reaction product. The product is: [CH3:26][C:2]1[CH:7]=[CH:6][C:5]2[CH2:8][N:9]([C:19]([O:21][C:22]([CH3:25])([CH3:24])[CH3:23])=[O:20])[CH2:10][CH2:11][N:12]3[CH2:13][CH2:14][C:15]4([CH2:18][CH2:17][CH2:16]4)[C:3]=1[C:4]=23. (10) Given the reactants [C:1]([C:3]1[CH:8]=[CH:7][C:6]([C:9](=O)[CH2:10][C:11]([O:13][CH2:14][CH3:15])=[O:12])=[CH:5][CH:4]=1)#[N:2].OC1C(OS(C2C=CC(C)=CC=2)(=O)=O)=C(I)C=CC=1.[NH2:36][C:37]([NH2:39])=[S:38], predict the reaction product. The product is: [NH2:39][C:37]1[S:38][C:10]([C:11]([O:13][CH2:14][CH3:15])=[O:12])=[C:9]([C:6]2[CH:7]=[CH:8][C:3]([C:1]#[N:2])=[CH:4][CH:5]=2)[N:36]=1.